From a dataset of Full USPTO retrosynthesis dataset with 1.9M reactions from patents (1976-2016). Predict the reactants needed to synthesize the given product. Given the product [CH2:1]([O:8][C:9]([N:11]1[CH2:16][CH2:15][CH:14]([C:17](=[O:26])[NH:18][C:19]2[CH:24]=[C:23]([C:30]3[CH:31]=[CH:32][CH:33]=[CH:34][C:29]=3[O:28][CH3:27])[N:22]=[CH:21][N:20]=2)[CH2:13][CH2:12]1)=[O:10])[C:2]1[CH:7]=[CH:6][CH:5]=[CH:4][CH:3]=1, predict the reactants needed to synthesize it. The reactants are: [CH2:1]([O:8][C:9]([N:11]1[CH2:16][CH2:15][CH:14]([C:17](=[O:26])[NH:18][C:19]2[CH:24]=[C:23](Cl)[N:22]=[CH:21][N:20]=2)[CH2:13][CH2:12]1)=[O:10])[C:2]1[CH:7]=[CH:6][CH:5]=[CH:4][CH:3]=1.[CH3:27][O:28][C:29]1[CH:34]=[CH:33][CH:32]=[CH:31][C:30]=1B(O)O.C1(P(C2C=CC=CC=2)C2C=CC=CC=2)C=CC=CC=1.